From a dataset of Forward reaction prediction with 1.9M reactions from USPTO patents (1976-2016). Predict the product of the given reaction. (1) Given the reactants CS(O[CH2:6][CH2:7][CH2:8][C:9]1[C:13]([C:14]([NH:16][C:17]2[CH:22]=[CH:21][C:20]([F:23])=[C:19]([Cl:24])[CH:18]=2)=[O:15])=[N:12][O:11][N:10]=1)(=O)=O.CCN(C(C)C)C(C)C.[NH:34]1[CH2:39][CH2:38][O:37][CH2:36][CH2:35]1, predict the reaction product. The product is: [Cl:24][C:19]1[CH:18]=[C:17]([NH:16][C:14]([C:13]2[C:9]([CH2:8][CH2:7][CH2:6][N:34]3[CH2:39][CH2:38][O:37][CH2:36][CH2:35]3)=[N:10][O:11][N:12]=2)=[O:15])[CH:22]=[CH:21][C:20]=1[F:23]. (2) Given the reactants C([O:8][C:9]([C:11]1[C:12]([C:18]2[CH:23]=[C:22]([C:24](=[O:33])[NH:25][CH2:26][C:27]3[CH:28]=[N:29][CH:30]=[CH:31][CH:32]=3)[CH:21]=[CH:20][C:19]=2[CH2:34][C:35]2[C:43]3[C:38](=[CH:39][C:40]([C:44]#[N:45])=[CH:41][CH:42]=3)[N:37]([CH2:46][CH3:47])[CH:36]=2)=[CH:13][CH:14]=[C:15]([CH3:17])[CH:16]=1)=[O:10])C1C=CC=CC=1.[NH2:48]CC1C=NC=CC=1, predict the reaction product. The product is: [C:44]([C:40]1[CH:39]=[C:38]2[C:43]([C:35]([CH2:34][C:19]3[CH:20]=[CH:21][C:22]([C:24](=[O:33])[NH:25][CH2:26][C:27]4[CH:28]=[N:29][CH:30]=[CH:31][CH:32]=4)=[CH:23][C:18]=3[C:12]3[C:11]([C:9]([OH:8])=[O:10])=[CH:16][C:15]([CH3:17])=[CH:14][CH:13]=3)=[CH:36][N:37]2[CH2:46][CH3:47])=[CH:42][CH:41]=1)(=[NH:45])[NH2:48]. (3) Given the reactants [F:1][C:2]1[C:7]([C:8]2[CH:9]=[C:10]([CH:20]=[O:21])[S:11][C:12]=2[S:13][C:14]2[CH:19]=[CH:18][CH:17]=[CH:16][CH:15]=2)=[CH:6][CH:5]=[CH:4][N:3]=1.[NH:22]1[CH2:25][CH:24]([OH:26])[CH2:23]1.[C:27]([O:30][BH-]([O:30][C:27](=[O:29])[CH3:28])[O:30][C:27](=[O:29])[CH3:28])(=[O:29])[CH3:28].[Na+].C(=O)([O-])O.[Na+], predict the reaction product. The product is: [C:27]([OH:30])(=[O:29])/[CH:28]=[CH:25]/[C:24]([OH:26])=[O:21].[F:1][C:2]1[C:7]([C:8]2[CH:9]=[C:10]([CH2:20][N:22]3[CH2:25][CH:24]([OH:26])[CH2:23]3)[S:11][C:12]=2[S:13][C:14]2[CH:15]=[CH:16][CH:17]=[CH:18][CH:19]=2)=[CH:6][CH:5]=[CH:4][N:3]=1. (4) Given the reactants [Cl:1][C:2]1[CH:7]=[CH:6][C:5]([CH:8]([C:11]2([NH:14][C:15](=[O:21])[O:16][C:17]([CH3:20])([CH3:19])[CH3:18])[CH2:13][CH2:12]2)[CH:9]=[O:10])=[CH:4][CH:3]=1.CC(=CC)C.[OH:27]P([O-])(O)=O.[K+].Cl([O-])=O.[Na+].C(O)(=O)CC(CC(O)=O)(C(O)=O)O, predict the reaction product. The product is: [C:17]([O:16][C:15]([NH:14][C:11]1([CH:8]([C:5]2[CH:6]=[CH:7][C:2]([Cl:1])=[CH:3][CH:4]=2)[C:9]([OH:27])=[O:10])[CH2:12][CH2:13]1)=[O:21])([CH3:18])([CH3:20])[CH3:19]. (5) The product is: [OH:1][CH:2]([C:13]1[CH:18]=[CH:17][CH:16]=[C:15]([O:19][CH3:20])[CH:14]=1)[CH2:3][O:4][C:5]1[CH:12]=[CH:11][C:8]([CH:9]=[C:25]2[S:21][C:22](=[O:27])[NH:23][C:24]2=[O:26])=[CH:7][CH:6]=1. Given the reactants [OH:1][CH:2]([C:13]1[CH:18]=[CH:17][CH:16]=[C:15]([O:19][CH3:20])[CH:14]=1)[CH2:3][O:4][C:5]1[CH:12]=[CH:11][C:8]([CH:9]=O)=[CH:7][CH:6]=1.[S:21]1[CH2:25][C:24](=[O:26])[NH:23][C:22]1=[O:27].N1CCCCC1, predict the reaction product. (6) Given the reactants [OH:1][CH2:2][CH2:3][C@H:4]([O:9][CH3:10])[C:5]([O:7][CH3:8])=[O:6].O[N:12]1[C:20](=[O:21])[C:19]2[C:14](=[CH:15][CH:16]=[CH:17][CH:18]=2)[C:13]1=[O:22].C1(P(C2C=CC=CC=2)C2C=CC=CC=2)C=CC=CC=1.CC(OC(/N=N/C(OC(C)C)=O)=O)C.N#N, predict the reaction product. The product is: [O:22]=[C:13]1[C:14]2[C:19](=[CH:18][CH:17]=[CH:16][CH:15]=2)[C:20](=[O:21])[N:12]1[O:1][CH2:2][CH2:3][C@H:4]([O:9][CH3:10])[C:5]([O:7][CH3:8])=[O:6]. (7) Given the reactants FC(F)(F)S(O[C:7]1[C:16]([CH:17]=[O:18])=[C:15]([CH:19]([CH3:21])[CH3:20])[CH:14]=[C:13]2[C:8]=1[C:9](=[O:24])[CH2:10][C:11]([CH3:23])([CH3:22])[O:12]2)(=O)=O.[C:27]1(B(O)O)[CH2:31][CH2:30][CH2:29][CH:28]=1.P([O-])([O-])([O-])=O.[K+].[K+].[K+].[Cl-].[NH4+], predict the reaction product. The product is: [C:27]1([C:7]2[C:16]([CH:17]=[O:18])=[C:15]([CH:19]([CH3:20])[CH3:21])[CH:14]=[C:13]3[C:8]=2[C:9](=[O:24])[CH2:10][C:11]([CH3:23])([CH3:22])[O:12]3)[CH2:31][CH2:30][CH2:29][CH:28]=1. (8) Given the reactants [CH3:1][C:2]1[CH:7]=[CH:6][C:5]([C:8]2[O:12][N:11]=[CH:10][C:9]=2[C:13]([OH:15])=O)=[CH:4][CH:3]=1.Cl.[N:17]1[CH:22]=[CH:21][CH:20]=[C:19]([CH:23]2[S:28][CH2:27][CH2:26][NH:25][CH2:24]2)[CH:18]=1, predict the reaction product. The product is: [CH3:1][C:2]1[CH:3]=[CH:4][C:5]([C:8]2[O:12][N:11]=[CH:10][C:9]=2[C:13]([N:25]2[CH2:26][CH2:27][S:28][CH:23]([C:19]3[CH:18]=[N:17][CH:22]=[CH:21][CH:20]=3)[CH2:24]2)=[O:15])=[CH:6][CH:7]=1. (9) The product is: [C:18]1([CH3:21])[CH:19]=[CH:20][C:15]([N:12]2[C:11]3[CH:10]=[CH:9][CH:8]=[CH:7][C:6]=3[C:5]3[C:13]2=[CH:1][CH:2]=[CH:3][CH:4]=3)=[CH:16][CH:17]=1. Given the reactants [CH:1]1[C:13]2[NH:12][C:11]3[C:6](=[CH:7][CH:8]=[CH:9][CH:10]=3)[C:5]=2[CH:4]=[CH:3][CH:2]=1.I[C:15]1[CH:20]=[CH:19][C:18]([CH3:21])=[CH:17][CH:16]=1.C(=O)([O-])[O-].[K+].[K+].C1OCCOCCOCCOCCOCCOC1, predict the reaction product. (10) Given the reactants Cl.[CH3:2][O:3][C:4](=[O:12])[CH2:5][C@@H:6]([NH:10][CH3:11])[C:7]([OH:9])=[O:8].C(=O)(O)[O-].[Na+].[CH3:18][C:19]([O:22][C:23](O[C:23]([O:22][C:19]([CH3:21])([CH3:20])[CH3:18])=[O:24])=[O:24])([CH3:21])[CH3:20].Cl, predict the reaction product. The product is: [CH3:2][O:3][C:4](=[O:12])[CH2:5][C@@H:6]([N:10]([C:23]([O:22][C:19]([CH3:21])([CH3:20])[CH3:18])=[O:24])[CH3:11])[C:7]([OH:9])=[O:8].